From a dataset of Forward reaction prediction with 1.9M reactions from USPTO patents (1976-2016). Predict the product of the given reaction. (1) Given the reactants [H-].[Na+].[CH:3]1([CH2:9][C:10]([O:12][CH3:13])=[O:11])[CH2:8][CH2:7][CH2:6][CH2:5][CH2:4]1.[O:14]1[CH:18]=[CH:17][CH:16]=[C:15]1[C:19](OCC)=[O:20], predict the reaction product. The product is: [CH3:13][O:12][C:10](=[O:11])[CH:9]([CH:3]1[CH2:8][CH2:7][CH2:6][CH2:5][CH2:4]1)[C:19]([C:15]1[O:14][CH:18]=[CH:17][CH:16]=1)=[O:20]. (2) Given the reactants [NH:1]([C:3]1[N:4]=[C:5]2[CH:11]=[CH:10][N:9]([S:12]([C:15]3[CH:21]=[CH:20][C:18]([CH3:19])=[CH:17][CH:16]=3)(=[O:14])=[O:13])[C:6]2=[N:7][CH:8]=1)[NH2:2].[C:22]([CH2:24][CH2:25][C@H:26]1[CH2:30][C@H:29]([C:31](O)=[O:32])[C@H:28]([CH3:34])[CH2:27]1)#[N:23].CN(C(ON1N=NC2C=CC=NC1=2)=[N+](C)C)C.F[P-](F)(F)(F)(F)F.OP([O-])(O)=O.[K+], predict the reaction product. The product is: [C:22]([CH2:24][CH2:25][C@H:26]1[CH2:30][C@H:29]([C:31]([NH:2][NH:1][C:3]2[N:4]=[C:5]3[CH:11]=[CH:10][N:9]([S:12]([C:15]4[CH:21]=[CH:20][C:18]([CH3:19])=[CH:17][CH:16]=4)(=[O:13])=[O:14])[C:6]3=[N:7][CH:8]=2)=[O:32])[C@H:28]([CH3:34])[CH2:27]1)#[N:23]. (3) Given the reactants [OH:1][C:2]1[C:7]([CH3:8])=[CH:6][C:5]([CH3:9])=[CH:4][C:3]=1/[CH:10]=[CH:11]/[C:12]([O:14][C:15]([CH3:18])([CH3:17])[CH3:16])=[O:13].S([O-])([O-])(=O)=O.C([N+](CCCC)(CCCC)CCCC)CCC.C([N+](CCCC)(CCCC)CCCC)CCC.[NH2:58][OH:59], predict the reaction product. The product is: [OH:59][NH:58][CH:10]([C:3]1[CH:4]=[C:5]([CH3:9])[CH:6]=[C:7]([CH3:8])[C:2]=1[OH:1])[CH2:11][C:12]([O:14][C:15]([CH3:18])([CH3:17])[CH3:16])=[O:13]. (4) Given the reactants [C:1]([C:5]1[CH:13]=[C:12]([Br:14])[C:11]([CH3:15])=[C:7]([C:8]([OH:10])=O)[C:6]=1[OH:16])([CH3:4])([CH3:3])[CH3:2].[Cl:17][C:18]1[CH:24]=[C:23]([N+:25]([O-:27])=[O:26])[CH:22]=[C:21]([Cl:28])[C:19]=1[NH2:20], predict the reaction product. The product is: [Br:14][C:12]1[C:11]([CH3:15])=[C:7]([C:6]([OH:16])=[C:5]([C:1]([CH3:2])([CH3:3])[CH3:4])[CH:13]=1)[C:8]([NH:20][C:19]1[C:21]([Cl:28])=[CH:22][C:23]([N+:25]([O-:27])=[O:26])=[CH:24][C:18]=1[Cl:17])=[O:10].